From a dataset of Reaction yield outcomes from USPTO patents with 853,638 reactions. Predict the reaction yield, written as a fraction of the theoretical maximum amount of product (1.0 means a 100% yield; for example, 0.34 means a 34% yield). (1) The reactants are [OH:1][CH2:2][C:3]1[S:4][CH:5]=[CH:6][C:7]=1[S:8]([N:11]([C:13]1[CH:14]=[CH:15][CH:16]=[C:17]2[C:21]=1[N:20](COC)[C:19]([C:25]1[S:26][CH:27]=[CH:28][N:29]=1)=[CH:18]2)[CH3:12])(=[O:10])=[O:9].Br[CH2:31][C:32]([OH:34])=[O:33].[H-].[Na+].Cl. The catalyst is O1CCCC1.O. The product is [CH3:12][N:11]([C:13]1[CH:14]=[CH:15][CH:16]=[C:17]2[C:21]=1[NH:20][C:19]([C:25]1[S:26][CH:27]=[CH:28][N:29]=1)=[CH:18]2)[S:8]([C:7]1[CH:6]=[CH:5][S:4][C:3]=1[CH2:2][O:1][CH2:31][C:32]([OH:34])=[O:33])(=[O:10])=[O:9]. The yield is 0.220. (2) The reactants are [Cl:1][C:2]1[CH:15]=[C:14]([CH:16]=[CH2:17])[CH:13]=[CH:12][C:3]=1[CH2:4][NH:5][C:6]1[CH:11]=[CH:10][CH:9]=[CH:8][N:7]=1.Br[CH:19]([C:24]1[CH:25]=[C:26]([Cl:32])[C:27]([Cl:31])=[C:28]([Cl:30])[CH:29]=1)[C:20]([F:23])([F:22])[F:21].N1C=CC=CC=1C1C=CC=CN=1. The catalyst is ClC1C=CC=CC=1Cl.Cl[Cu]. The product is [Cl:1][C:2]1[CH:15]=[C:14](/[CH:16]=[CH:17]/[CH:19]([C:24]2[CH:25]=[C:26]([Cl:32])[C:27]([Cl:31])=[C:28]([Cl:30])[CH:29]=2)[C:20]([F:22])([F:21])[F:23])[CH:13]=[CH:12][C:3]=1[CH2:4][NH:5][C:6]1[CH:11]=[CH:10][CH:9]=[CH:8][N:7]=1. The yield is 0.350. (3) The reactants are [I:1][C:2]1[CH:7]=[CH:6][C:5]([CH2:8][OH:9])=[CH:4][CH:3]=1.[CH3:10][C:11]([Si:14](Cl)([CH3:16])[CH3:15])([CH3:13])[CH3:12].N1C=CN=C1. The catalyst is CN(C=O)C.C(Cl)Cl. The product is [C:11]([Si:14]([O:9][CH2:8][C:5]1[CH:6]=[CH:7][C:2]([I:1])=[CH:3][CH:4]=1)([CH3:16])[CH3:15])([CH3:13])([CH3:12])[CH3:10]. The yield is 0.870. (4) The reactants are [C:1]([O:8][CH3:9])(=[O:7])/[CH:2]=[CH:3]/[C:4]([OH:6])=[O:5].Cl[CH2:11][C:12]([NH:14][CH2:15][CH2:16][CH2:17][C:18]([O:20]C(C)(C)C)=[O:19])=[O:13]. The catalyst is CN1C(=O)CCC1. The product is [CH3:9][O:8][C:1](/[CH:2]=[CH:3]/[C:4]([O:6][CH2:11][C:12]([NH:14][CH2:15][CH2:16][CH2:17][C:18]([OH:20])=[O:19])=[O:13])=[O:5])=[O:7]. The yield is 0.460. (5) The reactants are [NH2:1][C:2]1[N:7]=[CH:6][N:5]=[C:4]2[N:8]([CH2:25][C@H:26]3[CH2:30][CH2:29][CH2:28][N:27]3[C:31](=[O:35])[CH2:32][C:33]#[N:34])[N:9]=[C:10]([C:11]3[CH:16]=[CH:15][C:14]([O:17][C:18]4[CH:23]=[CH:22][CH:21]=[CH:20][CH:19]=4)=[CH:13][C:12]=3[F:24])[C:3]=12.[CH3:36][C:37]([N:41]1[CH2:46][CH2:45][O:44][CH2:43][CH2:42]1)([CH3:40])[CH:38]=O.N1CCCCC1. The catalyst is C(O)C. The product is [NH2:1][C:2]1[N:7]=[CH:6][N:5]=[C:4]2[N:8]([CH2:25][C@@H:26]3[CH2:30][CH2:29][CH2:28][N:27]3[C:31]([C:32](=[CH:36][C:37]([CH3:40])([N:41]3[CH2:46][CH2:45][O:44][CH2:43][CH2:42]3)[CH3:38])[C:33]#[N:34])=[O:35])[N:9]=[C:10]([C:11]3[CH:16]=[CH:15][C:14]([O:17][C:18]4[CH:19]=[CH:20][CH:21]=[CH:22][CH:23]=4)=[CH:13][C:12]=3[F:24])[C:3]=12. The yield is 0.560. (6) The reactants are [N:1]([C@@H:4]([CH3:20])[CH2:5][N:6]1[C:14]2[C:9](=[CH:10][CH:11]=[C:12]3[O:18][CH2:17][CH:16]([OH:19])[CH2:15][C:13]3=2)[CH:8]=[N:7]1)=[N+]=[N-]. The catalyst is CO. The product is [NH2:1][C@@H:4]([CH3:20])[CH2:5][N:6]1[C:14]2[C:9](=[CH:10][CH:11]=[C:12]3[O:18][CH2:17][CH:16]([OH:19])[CH2:15][C:13]3=2)[CH:8]=[N:7]1. The yield is 0.880. (7) The reactants are [OH-].[Li+].[CH2:3]([S:7]([O:10][C:11]1[CH:16]=[CH:15][C:14]([CH2:17][CH2:18][CH2:19][C:20]2[CH:25]=[CH:24][C:23]([CH2:26][CH2:27][C:28]([O:30]C)=[O:29])=[C:22]([O:32][CH2:33][CH2:34][CH2:35][CH3:36])[CH:21]=2)=[CH:13][C:12]=1[O:37][CH3:38])(=[O:9])=[O:8])[CH2:4][CH2:5][CH3:6]. The catalyst is O1CCCC1. The product is [CH2:3]([S:7]([O:10][C:11]1[CH:16]=[CH:15][C:14]([CH2:17][CH2:18][CH2:19][C:20]2[CH:25]=[CH:24][C:23]([CH2:26][CH2:27][C:28]([OH:30])=[O:29])=[C:22]([O:32][CH2:33][CH2:34][CH2:35][CH3:36])[CH:21]=2)=[CH:13][C:12]=1[O:37][CH3:38])(=[O:8])=[O:9])[CH2:4][CH2:5][CH3:6]. The yield is 0.600. (8) The reactants are [Cl:1][C:2]1[CH:3]=[C:4]([C:8]2[C:12]([C:13]([OH:15])=O)=[C:11]([CH3:16])[O:10][N:9]=2)[CH:5]=[CH:6][CH:7]=1.[CH3:17][O:18][C:19]1[CH:28]=[C:27]([N:29]2[CH2:34][CH2:33][O:32][CH2:31][CH2:30]2)[CH:26]=[CH:25][C:20]=1[C:21]([NH:23][NH2:24])=O.[Cl-].ClC1N(C)C=C[N+]=1C.C(N(CC)CC)C. The catalyst is ClCCl.C(OCC)(=O)C. The product is [Cl:1][C:2]1[CH:3]=[C:4]([C:8]2[C:12]([C:13]3[O:15][C:21]([C:20]4[CH:25]=[CH:26][C:27]([N:29]5[CH2:34][CH2:33][O:32][CH2:31][CH2:30]5)=[CH:28][C:19]=4[O:18][CH3:17])=[N:23][N:24]=3)=[C:11]([CH3:16])[O:10][N:9]=2)[CH:5]=[CH:6][CH:7]=1. The yield is 0.620. (9) The reactants are [Cl:1][C:2]1[C:3]([N:17]2[CH2:22][CH2:21][CH2:20][C@@H:19]([NH:23]C(=O)OC(C)(C)C)[CH2:18]2)=[C:4]2[C:10]([NH:11][C:12](=[O:16])[CH:13]([CH3:15])[CH3:14])=[CH:9][NH:8][C:5]2=[N:6][CH:7]=1.C(O)(C(F)(F)F)=O. The catalyst is C(Cl)Cl. The product is [ClH:1].[NH2:23][C@@H:19]1[CH2:20][CH2:21][CH2:22][N:17]([C:3]2[C:2]([Cl:1])=[CH:7][N:6]=[C:5]3[NH:8][CH:9]=[C:10]([NH:11][C:12](=[O:16])[CH:13]([CH3:14])[CH3:15])[C:4]=23)[CH2:18]1. The yield is 0.533. (10) The reactants are [CH:1]12P[CH:5]([CH2:6][CH2:7][CH2:8]1)[CH2:4][CH2:3][CH2:2]2.[C:10](O)(=O)C. No catalyst specified. The product is [CH3:10][CH2:2][CH2:3][CH2:4][CH2:5][CH2:6][CH2:7][CH2:8][CH3:1]. The yield is 0.370.